Predict which catalyst facilitates the given reaction. From a dataset of Catalyst prediction with 721,799 reactions and 888 catalyst types from USPTO. (1) Reactant: [Br:1][C:2]1[CH:7]=[C:6]([Cl:8])[N:5]=[N:4][C:3]=1[NH2:9].Cl[CH2:11][CH:12]=O. Product: [Br:1][C:2]1[C:3]2[N:4]([CH:11]=[CH:12][N:9]=2)[N:5]=[C:6]([Cl:8])[CH:7]=1. The catalyst class is: 8. (2) The catalyst class is: 1. Product: [F:15][C:12]([F:13])([F:14])[C:11]([C:7]1[CH:8]=[C:9]2[C:4](=[CH:5][CH:6]=1)[N:3]([CH:28]([C:31]1[CH:36]=[CH:35][CH:34]=[CH:33][CH:32]=1)[CH2:29][OH:30])[CH:2]([CH3:1])[CH2:10]2)([OH:20])[C:16]([F:19])([F:18])[F:17]. Reactant: [CH3:1][CH:2]1[CH2:10][C:9]2[C:4](=[CH:5][CH:6]=[C:7]([C:11]([O:20][Si](CC)(CC)CC)([C:16]([F:19])([F:18])[F:17])[C:12]([F:15])([F:14])[F:13])[CH:8]=2)[N:3]1[CH:28]([C:31]1[CH:36]=[CH:35][CH:34]=[CH:33][CH:32]=1)[CH2:29][OH:30].CCCC[N+](CCCC)(CCCC)CCCC.[F-].CCOCC.[NH4+].[Cl-]. (3) Reactant: C([O:3][C:4](=O)[CH2:5][C:6]([CH:8]1[CH2:13][CH2:12][N:11]([C:14]([O:16][CH2:17][C:18]2[CH:23]=[CH:22][CH:21]=[CH:20][CH:19]=2)=[O:15])[CH:10]([C:24]2[N:28]([CH3:29])[N:27]=[N:26][N:25]=2)[CH2:9]1)=[O:7])C.[OH-].[Na+].[NH2:33]O.Cl. Product: [CH3:29][N:28]1[C:24]([CH:10]2[CH2:9][CH:8]([C:6]3[O:7][NH:33][C:4](=[O:3])[CH:5]=3)[CH2:13][CH2:12][N:11]2[C:14]([O:16][CH2:17][C:18]2[CH:19]=[CH:20][CH:21]=[CH:22][CH:23]=2)=[O:15])=[N:25][N:26]=[N:27]1. The catalyst class is: 24.